Dataset: Reaction yield outcomes from USPTO patents with 853,638 reactions. Task: Predict the reaction yield, written as a fraction of the theoretical maximum amount of product (1.0 means a 100% yield; for example, 0.34 means a 34% yield). The reactants are [Br:1][C:2]1[CH:15]=[C:14]2[CH2:16][C:11]3[C:12]4=[C:13]2[C:4](=[CH:5][CH:6]=[C:7]4[CH:8]=[C:9]([Br:17])[CH:10]=3)[CH:3]=1.C(Br)CCCCCCC.[OH-].[Na+]. The catalyst is C1(C)C=CC=CC=1.[Br-].C([N+](CCCC)(CCCC)CCCC)CCC.O. The product is [Br:1][C:2]1[CH:15]=[C:14]2[CH2:16][C:11]3[C:12]4[C:13]2=[C:4]([CH2:5][CH2:6][C:7]=4[CH:8]=[C:9]([Br:17])[CH:10]=3)[CH:3]=1. The yield is 0.800.